Dataset: hERG Central: cardiac toxicity at 1µM, 10µM, and general inhibition. Task: Predict hERG channel inhibition at various concentrations. (1) The drug is CC(C)[C@@H](CSc1ccccc1)N1CCN(Cc2ccccc2)CCC1=O. Results: hERG_inhib (hERG inhibition (general)): blocker. (2) The drug is COc1cc(C(=O)Nc2nc(-c3ccc(F)cc3)cs2)ccc1OCC(=O)N1CCOCC1. Results: hERG_inhib (hERG inhibition (general)): blocker.